From a dataset of TCR-epitope binding with 47,182 pairs between 192 epitopes and 23,139 TCRs. Binary Classification. Given a T-cell receptor sequence (or CDR3 region) and an epitope sequence, predict whether binding occurs between them. (1) The epitope is FSKQLQQSM. The TCR CDR3 sequence is CASSFEGNTGELFF. Result: 0 (the TCR does not bind to the epitope). (2) The epitope is KLWAQCVQL. The TCR CDR3 sequence is CASSHRTGGYTGELFF. Result: 0 (the TCR does not bind to the epitope). (3) The epitope is NLSALGIFST. The TCR CDR3 sequence is CASSQGLASGELFF. Result: 0 (the TCR does not bind to the epitope). (4) The epitope is ALLADKFPV. The TCR CDR3 sequence is CASSNGTARDTIYF. Result: 1 (the TCR binds to the epitope). (5) The epitope is YLNTLTLAV. The TCR CDR3 sequence is CASTRAGDGETQYF. Result: 1 (the TCR binds to the epitope). (6) The epitope is SEPVLKGVKL. The TCR CDR3 sequence is CASSLLGGNPTQYF. Result: 0 (the TCR does not bind to the epitope). (7) The epitope is TPINLVRDL. The TCR CDR3 sequence is CASSLPAGTPYEQYF. Result: 1 (the TCR binds to the epitope). (8) The epitope is RPHERNGFTVL. The TCR CDR3 sequence is CASSPTRNTEAFF. Result: 1 (the TCR binds to the epitope). (9) The epitope is KLPDDFTGCV. The TCR CDR3 sequence is CASSSLAGGTDTQYF. Result: 0 (the TCR does not bind to the epitope). (10) The epitope is LLFGYPVYV. The TCR CDR3 sequence is CSVLQVTVNEQFF. Result: 0 (the TCR does not bind to the epitope).